From a dataset of Forward reaction prediction with 1.9M reactions from USPTO patents (1976-2016). Predict the product of the given reaction. Given the reactants [Br:1][C:2]1[CH:3]=[C:4]([C:8]2[S:12][C:11]3[CH2:13][C:14]([CH3:19])([CH3:18])[CH2:15][C:16](=[O:17])[C:10]=3[CH:9]=2)[CH:5]=[CH:6][CH:7]=1.[CH:20]([Mg]Cl)=[CH2:21].[Cl-].[NH4+], predict the reaction product. The product is: [Br:1][C:2]1[CH:3]=[C:4]([C:8]2[S:12][C:11]3[CH2:13][C:14]([CH3:19])([CH3:18])[CH2:15][C:16]([CH:20]=[CH2:21])([OH:17])[C:10]=3[CH:9]=2)[CH:5]=[CH:6][CH:7]=1.